This data is from Forward reaction prediction with 1.9M reactions from USPTO patents (1976-2016). The task is: Predict the product of the given reaction. Given the reactants [Br-:1].C(O[C:7]([NH:9][CH2:10][CH2:11][N+:12]12[CH2:19][CH2:18][CH:15]([CH2:16][CH2:17]1)[C@@H:14]([O:20][C:21](=[O:36])[C:22]([OH:35])([C:29]1[CH:34]=[CH:33][CH:32]=[CH:31][CH:30]=1)[C:23]1[CH:28]=[CH:27][CH:26]=[CH:25][CH:24]=1)[CH2:13]2)=[O:8])(C)(C)C.Br, predict the reaction product. The product is: [Br-:1].[C:7]([NH:9][CH2:10][CH2:11][N+:12]12[CH2:19][CH2:18][CH:15]([CH2:16][CH2:17]1)[C@@H:14]([O:20][C:21](=[O:36])[C:22]([OH:35])([C:23]1[CH:24]=[CH:25][CH:26]=[CH:27][CH:28]=1)[C:29]1[CH:30]=[CH:31][CH:32]=[CH:33][CH:34]=1)[CH2:13]2)(=[O:8])[C:23]1[CH:28]=[CH:27][CH:26]=[CH:25][CH:24]=1.